From a dataset of NCI-60 drug combinations with 297,098 pairs across 59 cell lines. Regression. Given two drug SMILES strings and cell line genomic features, predict the synergy score measuring deviation from expected non-interaction effect. (1) Drug 1: CC1=C2C(C(=O)C3(C(CC4C(C3C(C(C2(C)C)(CC1OC(=O)C(C(C5=CC=CC=C5)NC(=O)OC(C)(C)C)O)O)OC(=O)C6=CC=CC=C6)(CO4)OC(=O)C)OC)C)OC. Drug 2: C1CC(=O)NC(=O)C1N2CC3=C(C2=O)C=CC=C3N. Cell line: T-47D. Synergy scores: CSS=37.2, Synergy_ZIP=8.81, Synergy_Bliss=5.91, Synergy_Loewe=-13.4, Synergy_HSA=7.08. (2) Drug 1: CN1C(=O)N2C=NC(=C2N=N1)C(=O)N. Drug 2: C(CCl)NC(=O)N(CCCl)N=O. Cell line: UACC62. Synergy scores: CSS=19.1, Synergy_ZIP=-7.35, Synergy_Bliss=2.83, Synergy_Loewe=-1.15, Synergy_HSA=3.25. (3) Drug 1: CS(=O)(=O)C1=CC(=C(C=C1)C(=O)NC2=CC(=C(C=C2)Cl)C3=CC=CC=N3)Cl. Drug 2: CC12CCC3C(C1CCC2=O)CC(=C)C4=CC(=O)C=CC34C. Cell line: UACC62. Synergy scores: CSS=27.2, Synergy_ZIP=-0.503, Synergy_Bliss=3.47, Synergy_Loewe=-8.40, Synergy_HSA=2.78. (4) Drug 1: CC(CN1CC(=O)NC(=O)C1)N2CC(=O)NC(=O)C2. Drug 2: CCN(CC)CCNC(=O)C1=C(NC(=C1C)C=C2C3=C(C=CC(=C3)F)NC2=O)C. Cell line: M14. Synergy scores: CSS=11.3, Synergy_ZIP=-1.78, Synergy_Bliss=2.32, Synergy_Loewe=-0.731, Synergy_HSA=0.342. (5) Drug 1: C1CNP(=O)(OC1)N(CCCl)CCCl. Drug 2: CCC1(C2=C(COC1=O)C(=O)N3CC4=CC5=C(C=CC(=C5CN(C)C)O)N=C4C3=C2)O.Cl. Cell line: SK-MEL-5. Synergy scores: CSS=-14.4, Synergy_ZIP=-10.9, Synergy_Bliss=-35.7, Synergy_Loewe=-71.2, Synergy_HSA=-39.7. (6) Drug 1: CC1=C(C=C(C=C1)NC(=O)C2=CC=C(C=C2)CN3CCN(CC3)C)NC4=NC=CC(=N4)C5=CN=CC=C5. Drug 2: C(CN)CNCCSP(=O)(O)O. Cell line: HOP-92. Synergy scores: CSS=10.5, Synergy_ZIP=7.50, Synergy_Bliss=7.66, Synergy_Loewe=3.84, Synergy_HSA=4.01. (7) Drug 1: CC1=C(C=C(C=C1)NC(=O)C2=CC=C(C=C2)CN3CCN(CC3)C)NC4=NC=CC(=N4)C5=CN=CC=C5. Drug 2: C1=NC2=C(N1)C(=S)N=CN2. Cell line: MALME-3M. Synergy scores: CSS=23.5, Synergy_ZIP=-2.22, Synergy_Bliss=-2.57, Synergy_Loewe=-5.72, Synergy_HSA=1.49.